Dataset: Catalyst prediction with 721,799 reactions and 888 catalyst types from USPTO. Task: Predict which catalyst facilitates the given reaction. (1) Reactant: [Br:1][C:2]1[CH:7]=[C:6]([F:8])[CH:5]=[CH:4][C:3]=1[OH:9].Br[CH2:11][CH2:12][O:13][CH2:14][C:15]1[CH:20]=[CH:19][CH:18]=[CH:17][CH:16]=1.C([O-])([O-])=O.[K+].[K+].O. Product: [CH2:14]([O:13][CH2:12][CH2:11][O:9][C:3]1[CH:4]=[CH:5][C:6]([F:8])=[CH:7][C:2]=1[Br:1])[C:15]1[CH:20]=[CH:19][CH:18]=[CH:17][CH:16]=1. The catalyst class is: 3. (2) Reactant: [OH:1][C:2]1[CH:11]=[CH:10][C:5]([C:6]([O:8][CH3:9])=[O:7])=[CH:4][C:3]=1[C:12]([F:15])([F:14])[F:13].[CH3:16][N:17]1[C:22]([CH3:24])([CH3:23])[CH2:21][CH:20](O)[CH2:19][C:18]1([CH3:27])[CH3:26].N(C(OC(C)(C)C)=O)=NC(OC(C)(C)C)=O.C1C=CC(P(C2C=CC=CC=2)C2C=CC=CC=2)=CC=1. Product: [CH3:16][N:17]1[C:18]([CH3:27])([CH3:26])[CH2:19][CH:20]([O:1][C:2]2[CH:11]=[CH:10][C:5]([C:6]([O:8][CH3:9])=[O:7])=[CH:4][C:3]=2[C:12]([F:13])([F:14])[F:15])[CH2:21][C:22]1([CH3:24])[CH3:23]. The catalyst class is: 2. (3) Reactant: [Cl:1][C:2]1[CH:25]=[CH:24][C:5]([CH2:6][C:7]2[C:11](O)([CH3:12])[O:10][C:9](=O)[C:8]=2[C:15]2[C:20]([F:21])=[CH:19][C:18]([F:22])=[CH:17][C:16]=2[F:23])=[CH:4][CH:3]=1.O.[NH2:27][NH2:28]. Product: [Cl:1][C:2]1[CH:25]=[CH:24][C:5]([CH2:6][C:7]2[C:11]([CH3:12])=[N:28][NH:27][C:9](=[O:10])[C:8]=2[C:15]2[C:20]([F:21])=[CH:19][C:18]([F:22])=[CH:17][C:16]=2[F:23])=[CH:4][CH:3]=1. The catalyst class is: 51. (4) Reactant: [Br:1][C:2]1[CH:7]=[CH:6][CH:5]=[C:4]([CH3:8])[C:3]=1[CH2:9][CH2:10][C:11](OCC)=[O:12].CC(C[AlH]CC(C)C)C. Product: [Br:1][C:2]1[CH:7]=[CH:6][CH:5]=[C:4]([CH3:8])[C:3]=1[CH2:9][CH2:10][CH2:11][OH:12]. The catalyst class is: 1. (5) Reactant: O=[C:2]1[CH2:7][CH2:6][N:5]([C:8]([O:10][C:11]([CH3:14])([CH3:13])[CH3:12])=[O:9])[CH2:4][CH2:3]1.[NH2:15][CH2:16][CH2:17][OH:18].C(O[BH-](OC(=O)C)OC(=O)C)(=O)C.[Na+].[OH-].[Na+]. Product: [OH:18][CH2:17][CH2:16][NH:15][CH:2]1[CH2:7][CH2:6][N:5]([C:8]([O:10][C:11]([CH3:14])([CH3:13])[CH3:12])=[O:9])[CH2:4][CH2:3]1. The catalyst class is: 478. (6) Reactant: [C:1]([O:5][C:6]([N:8]1[CH2:13][CH2:12][CH2:11][C:10]([C:21](OCC)=[O:22])([CH2:14][C:15]2[CH:20]=[CH:19][CH:18]=[CH:17][CH:16]=2)[CH2:9]1)=[O:7])([CH3:4])([CH3:3])[CH3:2].[H-].C([Al+]CC(C)C)C(C)C. Product: [C:1]([O:5][C:6]([N:8]1[CH2:13][CH2:12][CH2:11][C:10]([CH2:21][OH:22])([CH2:14][C:15]2[CH:16]=[CH:17][CH:18]=[CH:19][CH:20]=2)[CH2:9]1)=[O:7])([CH3:3])([CH3:4])[CH3:2]. The catalyst class is: 11. (7) Reactant: [CH3:1][O:2][C:3]1[CH:8]=[N:7][C:6]([N:9]2[CH:13]=[N:12][C:11]([CH3:14])=[N:10]2)=[C:5]2[NH:15][CH:16]=[C:17]([C:18](=[O:22])[C:19]([OH:21])=O)[C:4]=12.[C:23]1([C:29]2[N:38]=[CH:37][CH:36]=[C:35]3[C:30]=2[CH2:31][CH2:32][NH:33][CH2:34]3)[CH:28]=[CH:27][CH:26]=[CH:25][CH:24]=1.[C:39]([OH:45])([C:41]([F:44])([F:43])[F:42])=[O:40].CCN(C(C)C)C(C)C.CN(C(ON1N=NC2C=CC=CC1=2)=[N+](C)C)C.[B-](F)(F)(F)F. Product: [CH3:1][O:2][C:3]1[CH:8]=[N:7][C:6]([N:9]2[CH:13]=[N:12][C:11]([CH3:14])=[N:10]2)=[C:5]2[NH:15][CH:16]=[C:17]([C:18](=[O:22])[C:19]([N:33]3[CH2:32][CH2:31][C:30]4[C:35](=[CH:36][CH:37]=[N:38][C:29]=4[C:23]4[CH:24]=[CH:25][CH:26]=[CH:27][CH:28]=4)[CH2:34]3)=[O:21])[C:4]=12.[C:39]([OH:45])([C:41]([F:44])([F:43])[F:42])=[O:40]. The catalyst class is: 3. (8) Reactant: [OH:1][CH:2]1[CH2:7][CH2:6][NH:5][CH:4]([C:8]([O:10][CH3:11])=[O:9])[CH2:3]1.C(N(CC)CC)C.Cl[C:20]([O:22][CH2:23][C:24]1[CH:29]=[CH:28][CH:27]=[CH:26][CH:25]=1)=[O:21]. Product: [OH:1][CH:2]1[CH2:7][CH2:6][N:5]([C:20]([O:22][CH2:23][C:24]2[CH:29]=[CH:28][CH:27]=[CH:26][CH:25]=2)=[O:21])[CH:4]([C:8]([O:10][CH3:11])=[O:9])[CH2:3]1. The catalyst class is: 34. (9) The catalyst class is: 20. Reactant: [CH2:1]([O:8][C:9](=[O:54])[N:10]([CH2:40][CH2:41][CH2:42][NH:43][C:44]([O:46][CH2:47][C:48]1[CH:53]=[CH:52][CH:51]=[CH:50][CH:49]=1)=[O:45])[CH2:11][CH2:12][CH2:13][CH2:14][N:15]([C:30]([O:32][CH2:33][C:34]1[CH:39]=[CH:38][CH:37]=[CH:36][CH:35]=1)=[O:31])[CH2:16][CH2:17][CH2:18][NH:19][C:20]([C:22]1[CH:23]=[N:24][C:25]([NH:28][NH2:29])=[CH:26][CH:27]=1)=[O:21])[C:2]1[CH:7]=[CH:6][CH:5]=[CH:4][CH:3]=1.C(N(CC)CC)C.[C:62](=O)([O:68]C(C)(C)C)[O:63][C:64]([CH3:67])([CH3:66])[CH3:65]. Product: [C:64]([O:63][C:62]([NH:29][NH:28][C:25]1[CH:26]=[CH:27][C:22]([C:20](=[O:21])[NH:19][CH2:18][CH2:17][CH2:16][N:15]([C:30]([O:32][CH2:33][C:34]2[CH:35]=[CH:36][CH:37]=[CH:38][CH:39]=2)=[O:31])[CH2:14][CH2:13][CH2:12][CH2:11][N:10]([C:9]([O:8][CH2:1][C:2]2[CH:3]=[CH:4][CH:5]=[CH:6][CH:7]=2)=[O:54])[CH2:40][CH2:41][CH2:42][NH:43][C:44]([O:46][CH2:47][C:48]2[CH:49]=[CH:50][CH:51]=[CH:52][CH:53]=2)=[O:45])=[CH:23][N:24]=1)=[O:68])([CH3:67])([CH3:66])[CH3:65]. (10) Reactant: [F:1][C:2]([F:25])([F:24])[C:3]1[CH:8]=[CH:7][C:6]([CH:9]2[C:14]3=[N:15][CH:16]=[CH:17][N:18]=[C:13]3[CH2:12][CH2:11][N:10]2C(OCC)=O)=[CH:5][CH:4]=1.I[Si](C)(C)C. Product: [F:25][C:2]([F:1])([F:24])[C:3]1[CH:8]=[CH:7][C:6]([CH:9]2[C:14]3=[N:15][CH:16]=[CH:17][N:18]=[C:13]3[CH2:12][CH2:11][NH:10]2)=[CH:5][CH:4]=1. The catalyst class is: 22.